This data is from Full USPTO retrosynthesis dataset with 1.9M reactions from patents (1976-2016). The task is: Predict the reactants needed to synthesize the given product. (1) Given the product [Br:12][C:4]1[C:3]2[O:13][C:14]([CH:16]3[CH2:18][CH2:17]3)=[CH:15][C:2]=2[CH:7]=[C:6]([S:8]([CH3:11])(=[O:10])=[O:9])[CH:5]=1, predict the reactants needed to synthesize it. The reactants are: Br[C:2]1[CH:7]=[C:6]([S:8]([CH3:11])(=[O:10])=[O:9])[CH:5]=[C:4]([Br:12])[C:3]=1[OH:13].[C:14]([CH:16]1[CH2:18][CH2:17]1)#[CH:15]. (2) The reactants are: [N:1]([CH2:4][CH2:5][O:6][CH2:7][CH2:8][O:9][CH2:10][CH2:11][O:12][CH2:13][CH2:14][O:15][CH2:16][CH2:17][O:18][CH2:19][CH2:20][O:21][CH2:22][CH2:23][O:24][CH2:25][CH2:26][O:27][CH2:28][CH2:29][O:30][CH2:31][CH2:32][O:33][CH2:34][CH2:35][O:36][CH2:37][CH2:38][NH:39][C:40](=[O:77])[CH2:41][CH2:42][C@@H:43]([C:70]([O:72]C(C)(C)C)=[O:71])[NH:44][C:45](=[O:69])[CH2:46][CH2:47][CH2:48][CH2:49][CH2:50][CH2:51][CH2:52][CH2:53][CH2:54][CH2:55][CH2:56][CH2:57][CH2:58][CH2:59][CH2:60][CH2:61][C:62]([O:64]C(C)(C)C)=[O:63])=[N+:2]=[N-:3].C(O)(C(F)(F)F)=O. Given the product [N:1]([CH2:4][CH2:5][O:6][CH2:7][CH2:8][O:9][CH2:10][CH2:11][O:12][CH2:13][CH2:14][O:15][CH2:16][CH2:17][O:18][CH2:19][CH2:20][O:21][CH2:22][CH2:23][O:24][CH2:25][CH2:26][O:27][CH2:28][CH2:29][O:30][CH2:31][CH2:32][O:33][CH2:34][CH2:35][O:36][CH2:37][CH2:38][NH:39][C:40](=[O:77])[CH2:41][CH2:42][C@@H:43]([C:70]([OH:72])=[O:71])[NH:44][C:45](=[O:69])[CH2:46][CH2:47][CH2:48][CH2:49][CH2:50][CH2:51][CH2:52][CH2:53][CH2:54][CH2:55][CH2:56][CH2:57][CH2:58][CH2:59][CH2:60][CH2:61][C:62]([OH:64])=[O:63])=[N+:2]=[N-:3], predict the reactants needed to synthesize it.